Dataset: Full USPTO retrosynthesis dataset with 1.9M reactions from patents (1976-2016). Task: Predict the reactants needed to synthesize the given product. The reactants are: Cl[C:2]1[CH:11]=[CH:10][C:9]2[C:4](=[CH:5][CH:6]=[C:7]([Cl:12])[CH:8]=2)[N:3]=1.[C:13]([O:17][C:18]([N:20]1[CH2:25][CH2:24][NH:23][CH2:22][CH2:21]1)=[O:19])([CH3:16])([CH3:15])[CH3:14]. Given the product [C:13]([O:17][C:18]([N:20]1[CH2:25][CH2:24][N:23]([C:2]2[CH:11]=[CH:10][C:9]3[C:4](=[CH:5][CH:6]=[C:7]([Cl:12])[CH:8]=3)[N:3]=2)[CH2:22][CH2:21]1)=[O:19])([CH3:16])([CH3:14])[CH3:15], predict the reactants needed to synthesize it.